This data is from Forward reaction prediction with 1.9M reactions from USPTO patents (1976-2016). The task is: Predict the product of the given reaction. (1) Given the reactants [O:1]=[C:2]1[O:7][C:6](=[O:8])[CH2:5][N:4]([CH2:9][CH2:10][N:11]([CH2:16][CH2:17][N:18]2[CH2:23][C:22](=[O:24])[O:21][C:20](=[O:25])[CH2:19]2)[CH2:12][C:13]([OH:15])=[O:14])[CH2:3]1.Cl.[NH2:27][CH2:28][CH2:29][O:30][CH2:31][CH2:32][O:33][C:34](=[O:52])[CH2:35][CH2:36][CH2:37][CH2:38][CH2:39][CH2:40][CH2:41][CH2:42][CH2:43][CH2:44][CH2:45][CH2:46][CH2:47][CH2:48][CH2:49][CH2:50][CH3:51].CC[N:55]([CH2:58][CH3:59])CC, predict the reaction product. The product is: [C:13]([CH2:12][N:11]([CH2:10][CH2:9][N:4]([CH2:3][C:2]([OH:7])=[O:1])[CH2:5][C:6](=[O:8])[NH:55][CH2:58][CH2:59][O:30][CH2:31][CH2:32][O:33][C:34](=[O:52])[CH2:35][CH2:36][CH2:37][CH2:38][CH2:39][CH2:40][CH2:41][CH2:42][CH2:43][CH2:44][CH2:45][CH2:46][CH2:47][CH2:48][CH2:49][CH2:50][CH3:51])[CH2:16][CH2:17][N:18]([CH2:19][C:20]([NH:27][CH2:28][CH2:29][O:30][CH2:31][CH2:32][O:33][C:34](=[O:52])[CH2:35][CH2:36][CH2:37][CH2:38][CH2:39][CH2:40][CH2:41][CH2:42][CH2:43][CH2:44][CH2:45][CH2:46][CH2:47][CH2:48][CH2:49][CH2:50][CH3:51])=[O:25])[CH2:23][C:22]([OH:21])=[O:24])([OH:15])=[O:14]. (2) The product is: [O:18]=[C:15]1[C:14]2[CH:19]=[CH:20][C:11]([CH:10]3[O:21][CH2:2][C@@H:3]4[CH2:4][N:5]([C:22]([O:24][C:25]([CH3:26])([CH3:27])[CH3:28])=[O:23])[CH2:6][CH2:7][N:8]4[CH2:9]3)=[CH:12][C:13]=2[CH2:17][O:16]1. Given the reactants O[CH2:2][C@H:3]1[N:8]([CH2:9][CH:10]([OH:21])[C:11]2[CH:20]=[CH:19][C:14]3[C:15](=[O:18])[O:16][CH2:17][C:13]=3[CH:12]=2)[CH2:7][CH2:6][N:5]([C:22]([O:24][C:25]([CH3:28])([CH3:27])[CH3:26])=[O:23])[CH2:4]1.C(C=P(CCCC)(CCCC)CCCC)#N, predict the reaction product. (3) The product is: [NH2:1][C:2](=[O:38])[C:3](=[O:37])[CH:4]([NH:12][C:13](=[O:36])[C:14]1[CH:19]=[CH:18][CH:17]=[N:16][C:15]=1[N:20]1[CH:35]=[C:23]2[N:24]([CH2:28][C:29]3[CH:30]=[CH:31][CH:32]=[CH:33][CH:34]=3)[CH2:25][CH2:26][CH2:27][C:22]2=[N:21]1)[CH2:5][C:6]1[CH:11]=[CH:10][CH:9]=[CH:8][CH:7]=1. Given the reactants [NH2:1][C:2](=[O:38])[CH:3]([OH:37])[CH:4]([NH:12][C:13](=[O:36])[C:14]1[CH:19]=[CH:18][CH:17]=[N:16][C:15]=1[N:20]1[CH:35]=[C:23]2[N:24]([CH2:28][C:29]3[CH:34]=[CH:33][CH:32]=[CH:31][CH:30]=3)[CH2:25][CH2:26][CH2:27][C:22]2=[N:21]1)[CH2:5][C:6]1[CH:11]=[CH:10][CH:9]=[CH:8][CH:7]=1, predict the reaction product. (4) Given the reactants [C:1]([O:5][C:6](=[O:30])[N:7]([C:23]1[CH:28]=[CH:27][C:26]([Cl:29])=[CH:25][CH:24]=1)[CH:8]1[CH2:17][CH2:16][C:15]2[C:10](=[CH:11][CH:12]=[CH:13][C:14]=2[CH2:18]O)[C:9]1=[S:20](=[O:22])=[O:21])([CH3:4])([CH3:3])[CH3:2].N1C=CN=C1.C1C=CC(P(C2C=CC=CC=2)C2C=CC=CC=2)=CC=1.[I:55]I, predict the reaction product. The product is: [C:1]([O:5][C:6](=[O:30])[N:7]([C:23]1[CH:28]=[CH:27][C:26]([Cl:29])=[CH:25][CH:24]=1)[CH:8]1[CH2:17][CH2:16][C:15]2[C:10](=[CH:11][CH:12]=[CH:13][C:14]=2[CH2:18][I:55])[C:9]1=[S:20](=[O:22])=[O:21])([CH3:4])([CH3:3])[CH3:2]. (5) Given the reactants [Cl:1][C:2]1[CH:7]=[C:6]([CH2:8][C:9]([O:11][CH3:12])=[O:10])[CH:5]=[CH:4][C:3]=1[C:13]1[C:18]([F:19])=[CH:17][C:16]([OH:20])=[CH:15][C:14]=1[F:21].[F:22][C:23]([F:42])([F:41])[S:24](N(C1C=CC=CC=1)[S:24]([C:23]([F:42])([F:41])[F:22])(=[O:26])=[O:25])(=[O:26])=[O:25].C(=O)([O-])[O-].[K+].[K+], predict the reaction product. The product is: [Cl:1][C:2]1[CH:7]=[C:6]([CH2:8][C:9]([O:11][CH3:12])=[O:10])[CH:5]=[CH:4][C:3]=1[C:13]1[C:18]([F:19])=[CH:17][C:16]([O:20][S:24]([C:23]([F:42])([F:41])[F:22])(=[O:26])=[O:25])=[CH:15][C:14]=1[F:21]. (6) Given the reactants [S:1]1[CH:5]=[C:4]([CH2:6][C:7]([OH:9])=[O:8])[C:3]2[CH:10]=[CH:11][CH:12]=[CH:13][C:2]1=2.[CH3:14][Si](C=[N+]=[N-])(C)C, predict the reaction product. The product is: [S:1]1[C:2]2[CH:13]=[CH:12][CH:11]=[CH:10][C:3]=2[C:4]([CH2:6][C:7]([O:9][CH3:14])=[O:8])=[CH:5]1. (7) Given the reactants [CH2:1]([C:8]1[O:12][C:11]([C:13]2[CH:18]=[C:17]([F:19])[CH:16]=[CH:15][C:14]=2[F:20])=[N:10][C:9]=1[CH:21]([NH:26][CH2:27][C@H:28]1[C@@H:32]([F:33])[CH2:31][N:30]([C:34]([O:36][CH2:37][C:38]2[CH:43]=[CH:42][CH:41]=[CH:40][CH:39]=2)=[O:35])[CH2:29]1)[C:22]([CH3:25])([CH3:24])[CH3:23])[C:2]1[CH:7]=[CH:6][CH:5]=[CH:4][CH:3]=1.C(N(CC)C(C)C)(C)C.[C:53]([O:56][C@@H:57]([CH3:61])[C:58](Cl)=[O:59])(=[O:55])[CH3:54], predict the reaction product. The product is: [C:53]([O:56][C@@H:57]([CH3:61])[C:58]([N:26]([CH2:27][C@H:28]1[C@@H:32]([F:33])[CH2:31][N:30]([C:34]([O:36][CH2:37][C:38]2[CH:39]=[CH:40][CH:41]=[CH:42][CH:43]=2)=[O:35])[CH2:29]1)[C@@H:21]([C:9]1[N:10]=[C:11]([C:13]2[CH:18]=[C:17]([F:19])[CH:16]=[CH:15][C:14]=2[F:20])[O:12][C:8]=1[CH2:1][C:2]1[CH:7]=[CH:6][CH:5]=[CH:4][CH:3]=1)[C:22]([CH3:25])([CH3:24])[CH3:23])=[O:59])(=[O:55])[CH3:54]. (8) The product is: [C:13]([O:17][C:18]([N:20]1[CH2:25][CH2:24][CH:23]([CH:26]([CH:32]([OH:34])[CH3:33])[C:27]([O:29][CH2:30][CH3:31])=[O:28])[CH2:22][CH2:21]1)=[O:19])([CH3:16])([CH3:15])[CH3:14]. Given the reactants C(NC(C)C)(C)C.C([Li])CCC.[C:13]([O:17][C:18]([N:20]1[CH2:25][CH2:24][CH:23]([CH2:26][C:27]([O:29][CH2:30][CH3:31])=[O:28])[CH2:22][CH2:21]1)=[O:19])([CH3:16])([CH3:15])[CH3:14].[CH:32](=[O:34])[CH3:33], predict the reaction product. (9) Given the reactants [CH2:1]1[CH:5]2[CH2:6][CH:7]([NH2:8])[CH:3]([CH2:4]2)[CH2:2]1.Cl[C:10]1[N:18]=[CH:17][CH:16]=[CH:15][C:11]=1[C:12]([OH:14])=[O:13], predict the reaction product. The product is: [C@H:3]12[CH2:4][C@H:5]([CH2:1][CH2:2]1)[CH2:6][C@H:7]2[NH:8][C:10]1[N:18]=[CH:17][CH:16]=[CH:15][C:11]=1[C:12]([OH:14])=[O:13].